Dataset: Reaction yield outcomes from USPTO patents with 853,638 reactions. Task: Predict the reaction yield, written as a fraction of the theoretical maximum amount of product (1.0 means a 100% yield; for example, 0.34 means a 34% yield). (1) The reactants are [NH2:1][C:2]1[CH:7]=[C:6](I)[C:5](I)=[CH:4][C:3]=1[NH2:10].[C:11]([Cu])#[N:12].C(N(CC(O)=O)CC(O)=O)[CH2:15][N:16](CC(O)=O)CC(O)=O. No catalyst specified. The product is [NH2:1][C:2]1[CH:7]=[C:6]([C:15]#[N:16])[C:5]([C:11]#[N:12])=[CH:4][C:3]=1[NH2:10]. The yield is 0.550. (2) The reactants are Br[C:2]1[CH:7]=[CH:6][C:5]([CH2:8][N:9]2[C:14](=[O:15])[C:13]([C:16]([NH:18][CH2:19][C:20]([OH:22])=[O:21])=[O:17])=[C:12]([OH:23])[C:11]([CH:24]([CH3:26])[CH3:25])=[N:10]2)=[CH:4][CH:3]=1.[CH3:27][O:28][C:29]1[CH:34]=[C:33](B(O)O)[CH:32]=[CH:31][N:30]=1.C(=O)([O-])[O-].[K+].[K+].Cl. The catalyst is O1CCOCC1.O.C1C=CC([P]([Pd]([P](C2C=CC=CC=2)(C2C=CC=CC=2)C2C=CC=CC=2)([P](C2C=CC=CC=2)(C2C=CC=CC=2)C2C=CC=CC=2)[P](C2C=CC=CC=2)(C2C=CC=CC=2)C2C=CC=CC=2)(C2C=CC=CC=2)C2C=CC=CC=2)=CC=1. The product is [OH:23][C:12]1[C:11]([CH:24]([CH3:26])[CH3:25])=[N:10][N:9]([CH2:8][C:5]2[CH:6]=[CH:7][C:2]([C:33]3[CH:32]=[CH:31][N:30]=[C:29]([O:28][CH3:27])[CH:34]=3)=[CH:3][CH:4]=2)[C:14](=[O:15])[C:13]=1[C:16]([NH:18][CH2:19][C:20]([OH:22])=[O:21])=[O:17]. The yield is 0.431. (3) The reactants are [Cl:1][C:2]1[CH:11]=[C:10]([CH3:12])[CH:9]=[C:8]([Cl:13])[C:3]=1[O:4][CH2:5][CH2:6][OH:7].[H-].[Na+].Br[C:17]1[CH:22]=[CH:21][C:20]([Br:23])=[CH:19][N:18]=1. The catalyst is C1COCC1. The product is [Br:23][C:20]1[CH:21]=[CH:22][C:17]([O:7][CH2:6][CH2:5][O:4][C:3]2[C:2]([Cl:1])=[CH:11][C:10]([CH3:12])=[CH:9][C:8]=2[Cl:13])=[N:18][CH:19]=1. The yield is 0.790. (4) The reactants are Cl.[Cl:2][CH2:3][CH2:4][CH2:5][C:6]([C:8]1[CH:13]=[CH:12][C:11]([C:14]([CH3:19])([CH3:18])[C:15]([OH:17])=[O:16])=[CH:10][CH:9]=1)=[O:7].[CH2:20](O)[CH3:21]. No catalyst specified. The product is [Cl:2][CH2:3][CH2:4][CH2:5][C:6]([C:8]1[CH:13]=[CH:12][C:11]([C:14]([CH3:19])([CH3:18])[C:15]([O:17][CH2:20][CH3:21])=[O:16])=[CH:10][CH:9]=1)=[O:7]. The yield is 0.970. (5) The reactants are [C:1]1(/[CH:7]=[N:8]/[C:9]2[CH:10]=[CH:11][CH:12]=[C:13]3[C:18]=2[CH:17]=[C:16]([OH:19])[CH:15]=[CH:14]3)[CH:6]=[CH:5][CH:4]=[CH:3][CH:2]=1.C([O-])([O-])=O.[K+].[K+].[CH2:26](Br)[CH:27]=[CH2:28].O. The catalyst is CN(C=O)C. The product is [CH2:28]([O:19][C:16]1[CH:17]=[C:18]2[C:13]([CH:12]=[CH:11][CH:10]=[C:9]2/[N:8]=[CH:7]/[C:1]2[CH:6]=[CH:5][CH:4]=[CH:3][CH:2]=2)=[CH:14][CH:15]=1)[CH:27]=[CH2:26]. The yield is 0.950.